The task is: Regression/Classification. Given a drug SMILES string, predict its absorption, distribution, metabolism, or excretion properties. Task type varies by dataset: regression for continuous measurements (e.g., permeability, clearance, half-life) or binary classification for categorical outcomes (e.g., BBB penetration, CYP inhibition). Dataset: rlm.. This data is from Rat liver microsome stability data. (1) The drug is NC(CO)(CO)CCc1ccc(Sc2cccc(OCc3ccccc3)c2)cc1Cl. The result is 0 (unstable in rat liver microsomes). (2) The drug is CCc1cccc(-n2nnc(-c3nsc(NC(=O)c4cccc(OC)c4)n3)c2C)c1. The result is 1 (stable in rat liver microsomes). (3) The compound is CS(=O)(=O)N1CCN(C(=O)c2cnc3ccc(F)cc3c2N2CCC(C#N)(c3ccccc3F)CC2)CC1. The result is 1 (stable in rat liver microsomes). (4) The molecule is Cc1cc(C(N)=O)c(-c2cccc(OC(=O)NCCN3CCN(c4ccccc4)CC3)c2)o1. The result is 1 (stable in rat liver microsomes). (5) The drug is COc1cc(Cl)c(C)cc1NS(=O)(=O)c1c(C)nc2sccn2c1=O. The result is 1 (stable in rat liver microsomes). (6) The molecule is NC1CN(c2ccccn2)CC1c1ccc(Cl)cc1Cl. The result is 0 (unstable in rat liver microsomes).